From a dataset of Peptide-MHC class II binding affinity with 134,281 pairs from IEDB. Regression. Given a peptide amino acid sequence and an MHC pseudo amino acid sequence, predict their binding affinity value. This is MHC class II binding data. The peptide sequence is PKQMLVGGVVLLGAMK. The MHC is DRB1_1301 with pseudo-sequence DRB1_1301. The binding affinity (normalized) is 0.623.